This data is from Catalyst prediction with 721,799 reactions and 888 catalyst types from USPTO. The task is: Predict which catalyst facilitates the given reaction. (1) Reactant: CS(O[C@@H:6]([C:8]#[CH:9])[CH3:7])(=O)=O.[C:10]([O:14][C:15](=[O:21])[NH:16][CH2:17][CH2:18][CH2:19][NH2:20])([CH3:13])([CH3:12])[CH3:11].C(=O)([O-])[O-].[K+].[K+]. Product: [C:10]([O:14][C:15](=[O:21])[NH:16][CH2:17][CH2:18][CH2:19][NH:20][C@H:6]([C:8]#[CH:9])[CH3:7])([CH3:13])([CH3:11])[CH3:12]. The catalyst class is: 10. (2) Reactant: [CH2:1]([O:8][C:9]([N:11]1[CH2:15][C:14](=[O:16])[N:13]=[C:12]1[NH2:17])=[O:10])[C:2]1[CH:7]=[CH:6][CH:5]=[CH:4][CH:3]=1.[Cl:18][C:19]1[CH:26]=[C:25]([F:27])[CH:24]=[CH:23][C:20]=1[CH2:21]Br.C([O-])([O-])=O.[K+].[K+]. The catalyst class is: 10. Product: [CH2:1]([O:8][C:9]([N:11]1[CH2:15][C:14](=[O:16])[N:13]=[C:12]1[NH:17][CH2:21][C:20]1[CH:23]=[CH:24][C:25]([F:27])=[CH:26][C:19]=1[Cl:18])=[O:10])[C:2]1[CH:7]=[CH:6][CH:5]=[CH:4][CH:3]=1.